This data is from Reaction yield outcomes from USPTO patents with 853,638 reactions. The task is: Predict the reaction yield, written as a fraction of the theoretical maximum amount of product (1.0 means a 100% yield; for example, 0.34 means a 34% yield). (1) The reactants are [H-].[Na+].NC1C=CC=CC=1.[CH3:10][C:11]1[CH2:15][C:14]([CH3:16])=[C:13]([CH3:17])[C:12]=1[CH3:18].Cl[Si:20]([C:37]1[CH:42]=[C:41]([CH3:43])[CH:40]=[C:39]([CH3:44])[CH:38]=1)([C:29]1[CH:34]=[C:33]([CH3:35])[CH:32]=[C:31]([CH3:36])[CH:30]=1)[C:21]1[CH:26]=[C:25]([CH3:27])[CH:24]=[C:23]([CH3:28])[CH:22]=1.C(=O)([O-])[O-].[Na+].[Na+]. The catalyst is O1CCCC1.C1(C)C=CC=CC=1. The product is [CH3:43][C:41]1[CH:42]=[C:37]([Si:20]([C:29]2[CH:30]=[C:31]([CH3:36])[CH:32]=[C:33]([CH3:35])[CH:34]=2)([C:21]2[CH:26]=[C:25]([CH3:27])[CH:24]=[C:23]([CH3:28])[CH:22]=2)[C:15]2[CH:14]([CH3:16])[C:13]([CH3:17])=[C:12]([CH3:18])[C:11]=2[CH3:10])[CH:38]=[C:39]([CH3:44])[CH:40]=1. The yield is 0.234. (2) The reactants are Cl[C:2]1[N:7]=[C:6]([C:8]2[S:12][C:11]([CH2:13][CH3:14])=[N:10][C:9]=2[C:15]2[CH:20]=[CH:19][C:18]([CH2:21][O:22][Si](C(C)(C)C)(C)C)=[C:17]([O:30][CH3:31])[CH:16]=2)[CH:5]=[CH:4][N:3]=1.CCCCO.CO.[C:39]([N:42]1[CH2:47][CH2:46][N:45]([C:48]2[N:53]=[CH:52][C:51]([NH2:54])=[CH:50][CH:49]=2)[CH2:44][CH2:43]1)(=[O:41])[CH3:40].Cl. The catalyst is C(Cl)Cl. The product is [C:39]([N:42]1[CH2:43][CH2:44][N:45]([C:48]2[N:53]=[CH:52][C:51]([NH:54][C:2]3[N:7]=[C:6]([C:8]4[S:12][C:11]([CH2:13][CH3:14])=[N:10][C:9]=4[C:15]4[CH:20]=[CH:19][C:18]([CH2:21][OH:22])=[C:17]([O:30][CH3:31])[CH:16]=4)[CH:5]=[CH:4][N:3]=3)=[CH:50][CH:49]=2)[CH2:46][CH2:47]1)(=[O:41])[CH3:40]. The yield is 0.110. (3) The reactants are [NH2:1][C:2]1[N:7]=[CH:6][C:5]([C:8]2[CH:29]=[CH:28][C:11]3[N:12]([C:24]([CH3:27])([CH3:26])[CH3:25])[C:13]([C:15]4[CH:22]=[C:21]([F:23])[CH:20]=[CH:19][C:16]=4[C:17]#[N:18])=[N:14][C:10]=3[CH:9]=2)=[CH:4][N:3]=1.[NH2:30][OH:31]. The catalyst is CCO. The product is [NH2:1][C:2]1[N:7]=[CH:6][C:5]([C:8]2[CH:29]=[CH:28][C:11]3[N:12]([C:24]([CH3:25])([CH3:26])[CH3:27])[C:13]([C:15]4[CH:22]=[C:21]([F:23])[CH:20]=[CH:19][C:16]=4[C:17]([NH:30][OH:31])=[NH:18])=[N:14][C:10]=3[CH:9]=2)=[CH:4][N:3]=1. The yield is 0.880. (4) The reactants are I([O-])(=O)(=O)=[O:2].[Na+].[C:7]([C:9]1[C:13]([S:14][C:15]([F:18])([F:17])[F:16])=[C:12]([CH3:19])[N:11]([C:20]2[C:25]([Cl:26])=[CH:24][C:23]([C:27]([F:30])([F:29])[F:28])=[CH:22][C:21]=2[Cl:31])[N:10]=1)#[N:8].C(#N)C.[OH2:35]. The catalyst is C(OCC)(=O)C.[Ru](Cl)(Cl)Cl. The product is [C:7]([C:9]1[C:13]([S:14]([C:15]([F:17])([F:16])[F:18])(=[O:2])=[O:35])=[C:12]([CH3:19])[N:11]([C:20]2[C:25]([Cl:26])=[CH:24][C:23]([C:27]([F:29])([F:30])[F:28])=[CH:22][C:21]=2[Cl:31])[N:10]=1)#[N:8]. The yield is 0.680. (5) The reactants are [NH2:1][C:2]1[N:7]=[C:6]([S:8]([NH:11][C:12]([C:14]2[C:15](Cl)=[N:16][C:17]([Cl:21])=[C:18]([F:20])[CH:19]=2)=[O:13])(=[O:10])=[O:9])[CH:5]=[CH:4][CH:3]=1.[CH3:23][C:24]1([CH3:30])[CH2:28][CH:27]([CH3:29])[CH2:26][NH:25]1.C([O-])([O-])=O.[K+].[K+]. The catalyst is CS(C)=O. The product is [NH2:1][C:2]1[N:7]=[C:6]([S:8]([NH:11][C:12]([C:14]2[C:15]([N:25]3[CH2:26][CH:27]([CH3:29])[CH2:28][C:24]3([CH3:30])[CH3:23])=[N:16][C:17]([Cl:21])=[C:18]([F:20])[CH:19]=2)=[O:13])(=[O:10])=[O:9])[CH:5]=[CH:4][CH:3]=1. The yield is 0.300. (6) The reactants are [Cl:1][C:2]1[CH:3]=[C:4]2[C:8](=[CH:9][CH:10]=1)[NH:7][CH:6]=[CH:5]2.C([Mg]Br)C.[CH3:15][C:16]1([CH3:24])[C:18]([CH3:20])([CH3:19])[CH:17]1[C:21](Cl)=[O:22]. The catalyst is ClCCl.[Cl-].[Zn+2].[Cl-]. The product is [Cl:1][C:2]1[CH:3]=[C:4]2[C:8](=[CH:9][CH:10]=1)[NH:7][CH:6]=[C:5]2[C:21]([CH:17]1[C:18]([CH3:20])([CH3:19])[C:16]1([CH3:24])[CH3:15])=[O:22]. The yield is 0.430. (7) The reactants are [F:1][C:2]([F:18])([F:17])[C:3]1[O:7][N:6]=[C:5]([C:8]2[S:12][C:11]([C:13]([OH:15])=O)=[CH:10][CH:9]=2)[C:4]=1[CH3:16].[ClH:19].Cl.[NH:21]1[CH2:26][CH2:25][CH2:24][CH:23]([N:27]2[CH2:32][CH2:31][O:30][CH2:29][CH2:28]2)[CH2:22]1.N1CCCCC1. The catalyst is C(N(CC)CC)C.C1COCC1. The product is [ClH:19].[CH3:16][C:4]1[C:5]([C:8]2[S:12][C:11]([C:13]([N:21]3[CH2:26][CH2:25][CH2:24][CH:23]([N:27]4[CH2:28][CH2:29][O:30][CH2:31][CH2:32]4)[CH2:22]3)=[O:15])=[CH:10][CH:9]=2)=[N:6][O:7][C:3]=1[C:2]([F:1])([F:18])[F:17]. The yield is 0.650. (8) The reactants are [Br:1][C:2]1[CH:7]=[CH:6][C:5]([C:8]2[CH:13]=[CH:12][CH:11]=[CH:10][CH:9]=2)=[CH:4][CH:3]=1.Cl[S:15]([OH:18])(=[O:17])=[O:16]. The catalyst is C(Cl)(Cl)Cl. The product is [Br:1][C:2]1[CH:3]=[CH:4][C:5]([C:8]2[CH:13]=[CH:12][C:11]([S:15]([OH:18])(=[O:17])=[O:16])=[CH:10][CH:9]=2)=[CH:6][CH:7]=1. The yield is 0.920. (9) The reactants are C[O:2][C:3]1[CH:8]=[CH:7][C:6]([O:9]C)=[CH:5][C:4]=1[C:11](=[O:21])[CH2:12][C:13]1[CH:18]=[CH:17][CH:16]=[C:15]([O:19]C)[CH:14]=1.B(Br)(Br)Br. The catalyst is C(Cl)Cl. The product is [OH:2][C:3]1[CH:8]=[CH:7][C:6]([OH:9])=[CH:5][C:4]=1[C:11](=[O:21])[CH2:12][C:13]1[CH:18]=[CH:17][CH:16]=[C:15]([OH:19])[CH:14]=1. The yield is 0.620. (10) The reactants are C(=O)([O-])[O-].[K+].[K+].[F:7][C:8]([F:46])([F:45])[C:9]1[CH:10]=[C:11]([CH:38]=[C:39]([C:41]([F:44])([F:43])[F:42])[CH:40]=1)[CH2:12][NH:13][CH2:14][C:15]1[C:16]([N:25]2[CH2:30][CH2:29][N:28]([CH2:31][CH:32]3[CH2:37][CH2:36][CH2:35][CH2:34][CH2:33]3)[CH2:27][CH2:26]2)=[N:17][C:18]2[C:23]([CH:24]=1)=[CH:22][CH:21]=[CH:20][CH:19]=2.Cl[C:48]([O:50][CH2:51][CH3:52])=[O:49].O. The catalyst is C1COCC1. The product is [CH2:51]([O:50][C:48](=[O:49])[N:13]([CH2:12][C:11]1[CH:38]=[C:39]([C:41]([F:44])([F:42])[F:43])[CH:40]=[C:9]([C:8]([F:7])([F:45])[F:46])[CH:10]=1)[CH2:14][C:15]1[C:16]([N:25]2[CH2:30][CH2:29][N:28]([CH2:31][CH:32]3[CH2:33][CH2:34][CH2:35][CH2:36][CH2:37]3)[CH2:27][CH2:26]2)=[N:17][C:18]2[C:23]([CH:24]=1)=[CH:22][CH:21]=[CH:20][CH:19]=2)[CH3:52]. The yield is 0.810.